From a dataset of Full USPTO retrosynthesis dataset with 1.9M reactions from patents (1976-2016). Predict the reactants needed to synthesize the given product. (1) The reactants are: Cl[C:2]1[CH:7]=[C:6]([C:8]2[CH:13]=[CH:12][CH:11]=[CH:10][C:9]=2[F:14])[N:5]=[CH:4][N:3]=1.[CH2:15]([OH:20])[CH2:16][C:17]#[C:18][CH3:19].[H-].[Na+].O. Given the product [F:14][C:9]1[CH:10]=[CH:11][CH:12]=[CH:13][C:8]=1[C:6]1[CH:7]=[C:2]([O:20][CH2:15][CH2:16][C:17]#[C:18][CH3:19])[N:3]=[CH:4][N:5]=1, predict the reactants needed to synthesize it. (2) Given the product [CH2:1]([O:4][N:5]([C@H:18]1[CH2:23][NH:22][C@H:21]([C:31]([NH2:32])=[O:33])[CH:20]=[C:19]1[CH:34]([CH3:36])[CH3:35])[S:6]([C:9]1[CH:14]=[CH:13][CH:12]=[CH:11][C:10]=1[N+:15]([O-:17])=[O:16])(=[O:8])=[O:7])[CH:2]=[CH2:3], predict the reactants needed to synthesize it. The reactants are: [CH2:1]([O:4][N:5]([C@H:18]1[CH2:23][N:22](C(OC(C)(C)C)=O)[C@H:21]([C:31](=[O:33])[NH2:32])[CH:20]=[C:19]1[CH:34]([CH3:36])[CH3:35])[S:6]([C:9]1[CH:14]=[CH:13][CH:12]=[CH:11][C:10]=1[N+:15]([O-:17])=[O:16])(=[O:8])=[O:7])[CH:2]=[CH2:3].C(ON([C@H]1CN[C@H](C(N)=O)C=C1C)S(C1C=CC=CC=1[N+]([O-])=O)(=O)=O)C=C. (3) Given the product [CH3:1][O:2][C:3]([C:5]1[CH:6]=[CH:7][C:8]([CH2:9][CH:10]([CH2:23][CH2:24][C:25]2[CH:26]=[CH:27][C:28]([C:31]([O:33][CH3:34])=[O:32])=[CH:29][CH:30]=2)[C:11]([OH:13])=[O:12])=[CH:35][CH:36]=1)=[O:4], predict the reactants needed to synthesize it. The reactants are: [CH3:1][O:2][C:3]([C:5]1[CH:36]=[CH:35][C:8]([CH2:9][C:10]([CH2:23][CH2:24][C:25]2[CH:30]=[CH:29][C:28]([C:31]([O:33][CH3:34])=[O:32])=[CH:27][CH:26]=2)(C(OCC=C)=O)[C:11]([O:13]CC=C)=[O:12])=[CH:7][CH:6]=1)=[O:4].C1(P(C2C=CC=CC=2)C2C=CC=CC=2)C=CC=CC=1.C(N(CC)CC)C.C(O)=O. (4) Given the product [Br:1][CH2:2][CH2:3][CH2:4][O:41][C:38]1[CH:39]=[CH:40][C:35]([CH2:34][CH2:33][C:10]2[CH:9]=[CH:8][C:7]([F:6])=[CH:12][C:11]=2[C:13]2[N:18]=[C:17]([N:19]3[C:23]([C:24]([F:27])([F:26])[F:25])=[C:22]([C:28]([O:30][CH2:31][CH3:32])=[O:29])[CH:21]=[N:20]3)[CH:16]=[CH:15][CH:14]=2)=[C:36]([CH3:42])[CH:37]=1, predict the reactants needed to synthesize it. The reactants are: [Br:1][CH2:2][CH2:3][CH2:4]Br.[F:6][C:7]1[CH:8]=[CH:9][C:10]([CH2:33][CH2:34][C:35]2[CH:40]=[CH:39][C:38]([OH:41])=[CH:37][C:36]=2[CH3:42])=[C:11]([C:13]2[N:18]=[C:17]([N:19]3[C:23]([C:24]([F:27])([F:26])[F:25])=[C:22]([C:28]([O:30][CH2:31][CH3:32])=[O:29])[CH:21]=[N:20]3)[CH:16]=[CH:15][CH:14]=2)[CH:12]=1.C([O-])([O-])=O.[Cs+].[Cs+].